Predict the product of the given reaction. From a dataset of Forward reaction prediction with 1.9M reactions from USPTO patents (1976-2016). (1) Given the reactants [N:1]1([CH:7]2[CH2:10][C:9]([CH2:33][C:34]#[N:35])([N:11]3[CH:15]=[C:14]([C:16]4[C:17]5[CH:24]=[CH:23][N:22]([CH2:25][O:26][CH2:27][CH2:28][Si:29]([CH3:32])([CH3:31])[CH3:30])[C:18]=5[N:19]=[CH:20][N:21]=4)[CH:13]=[N:12]3)[CH2:8]2)[CH2:6][CH2:5][NH:4][CH2:3][CH2:2]1.C(Cl)Cl.[F:39][C:40]([F:50])([F:49])[CH:41]([N:46]=[C:47]=[O:48])[C:42]([F:45])([F:44])[F:43].C1(C)C=CC=C(C)C=1.C(N(CC)C(C)C)(C)C, predict the reaction product. The product is: [C:34]([CH2:33][C:9]1([N:11]2[CH:15]=[C:14]([C:16]3[C:17]4[CH:24]=[CH:23][N:22]([CH2:25][O:26][CH2:27][CH2:28][Si:29]([CH3:31])([CH3:30])[CH3:32])[C:18]=4[N:19]=[CH:20][N:21]=3)[CH:13]=[N:12]2)[CH2:8][CH:7]([N:1]2[CH2:2][CH2:3][N:4]([C:47]([NH:46][CH:41]([C:40]([F:39])([F:50])[F:49])[C:42]([F:44])([F:43])[F:45])=[O:48])[CH2:5][CH2:6]2)[CH2:10]1)#[N:35]. (2) Given the reactants [CH3:1][C:2]1[C:3]([C:22]([N:24]2[CH2:29][CH2:28][NH:27][CH2:26][CH2:25]2)=[O:23])=[CH:4][C:5]2[C:6]3[N:15]([CH:16]4[CH2:21][CH2:20][O:19][CH2:18][CH2:17]4)[N:14]=[CH:13][C:7]=3[C:8](=[O:12])[NH:9][C:10]=2[CH:11]=1.[N:30]1([C:35]2[CH:42]=[CH:41][C:38]([CH:39]=O)=[CH:37][N:36]=2)[CH2:34][CH2:33][CH2:32][CH2:31]1.C(O[BH-](OC(=O)C)OC(=O)C)(=O)C.[Na+].C(=O)([O-])O.[Na+], predict the reaction product. The product is: [CH3:1][C:2]1[C:3]([C:22]([N:24]2[CH2:29][CH2:28][N:27]([CH2:39][C:38]3[CH:37]=[N:36][C:35]([N:30]4[CH2:34][CH2:33][CH2:32][CH2:31]4)=[CH:42][CH:41]=3)[CH2:26][CH2:25]2)=[O:23])=[CH:4][C:5]2[C:6]3[N:15]([CH:16]4[CH2:17][CH2:18][O:19][CH2:20][CH2:21]4)[N:14]=[CH:13][C:7]=3[C:8](=[O:12])[NH:9][C:10]=2[CH:11]=1. (3) The product is: [C:1]([O:5][C:6]([N:8]1[CH2:13][CH2:12][N:11]2[C:14]([CH2:20][CH3:21])=[N:15][C:16]([C:17](=[O:18])[NH:35][CH3:34])=[C:10]2[CH:9]1[CH2:22][CH2:23][C:24]1[CH:25]=[CH:26][C:27]([C:30]([F:33])([F:32])[F:31])=[CH:28][CH:29]=1)=[O:7])([CH3:2])([CH3:4])[CH3:3]. Given the reactants [C:1]([O:5][C:6]([N:8]1[CH2:13][CH2:12][N:11]2[C:14]([CH2:20][CH3:21])=[N:15][C:16]([C:17](O)=[O:18])=[C:10]2[CH:9]1[CH2:22][CH2:23][C:24]1[CH:29]=[CH:28][C:27]([C:30]([F:33])([F:32])[F:31])=[CH:26][CH:25]=1)=[O:7])([CH3:4])([CH3:3])[CH3:2].[CH3:34][N:35](C(ON1N=NC2C=CC=CC1=2)=[N+](C)C)C.[B-](F)(F)(F)F.CCN(C(C)C)C(C)C.CN.C1COCC1, predict the reaction product. (4) Given the reactants C[O:2][C:3]1[CH:12]=[CH:11][C:10]2[C:5](=[CH:6][CH:7]=[C:8]([C:13]3[CH:18]=[CH:17][CH:16]=[C:15]([O:19]C)[CH:14]=3)[CH:9]=2)[C:4]=1[S:21][C:22]1[CH:27]=[CH:26][CH:25]=[CH:24][CH:23]=1.B(Br)(Br)Br, predict the reaction product. The product is: [OH:19][C:15]1[CH:14]=[C:13]([C:8]2[CH:9]=[C:10]3[C:5](=[CH:6][CH:7]=2)[C:4]([S:21][C:22]2[CH:27]=[CH:26][CH:25]=[CH:24][CH:23]=2)=[C:3]([OH:2])[CH:12]=[CH:11]3)[CH:18]=[CH:17][CH:16]=1. (5) Given the reactants FC(F)(F)C(O)=O.C(OC(=O)[NH:14][CH2:15][C:16]([N:18]1[CH:31]2[C:22]([S:34]([C:37]3[CH:42]=[CH:41][C:40]([Cl:43])=[CH:39][CH:38]=3)(=[O:36])=[O:35])([C:23]3[C:28]([O:29][CH2:30]2)=[C:27]([F:32])[CH:26]=[CH:25][C:24]=3[F:33])[CH2:21][CH2:20][CH2:19]1)=[O:17])(C)(C)C, predict the reaction product. The product is: [NH2:14][CH2:15][C:16]([N:18]1[CH:31]2[C:22]([S:34]([C:37]3[CH:38]=[CH:39][C:40]([Cl:43])=[CH:41][CH:42]=3)(=[O:35])=[O:36])([C:23]3[C:28]([O:29][CH2:30]2)=[C:27]([F:32])[CH:26]=[CH:25][C:24]=3[F:33])[CH2:21][CH2:20][CH2:19]1)=[O:17]. (6) The product is: [CH3:18][O:19][C:20]1[C:29]([CH2:30][CH2:31][CH3:32])=[CH:28][C:27]([N:33]2[CH2:38][CH2:37][N:36]([CH3:39])[CH2:35][CH2:34]2)=[C:26]2[C:21]=1[CH2:22][CH2:23][N:24]([C:15](=[O:17])[CH2:14][C:11]1[CH:10]=[CH:9][C:8]([S:5]([NH:4][CH2:1][CH2:2][CH3:3])(=[O:6])=[O:7])=[CH:13][CH:12]=1)[CH2:25]2. Given the reactants [CH2:1]([NH:4][S:5]([C:8]1[CH:13]=[CH:12][C:11]([CH2:14][C:15]([OH:17])=O)=[CH:10][CH:9]=1)(=[O:7])=[O:6])[CH2:2][CH3:3].[CH3:18][O:19][C:20]1[C:29]([CH2:30][CH2:31][CH3:32])=[CH:28][C:27]([N:33]2[CH2:38][CH2:37][N:36]([CH3:39])[CH2:35][CH2:34]2)=[C:26]2[C:21]=1[CH2:22][CH2:23][NH:24][CH2:25]2.CN(C(ON1N=NC2C=CC=NC1=2)=[N+](C)C)C.F[P-](F)(F)(F)(F)F, predict the reaction product. (7) Given the reactants [Cl:1][C:2]1[CH:7]=[CH:6][C:5]([C:8]2([CH3:43])[C:12]([C:14]3[CH:19]=[CH:18][C:17]([Cl:20])=[CH:16][CH:15]=3)([CH3:13])[N:11]([C:21](Cl)=[O:22])[C:10]([C:24]3[CH:29]=[C:28]([S:30]([N:33]4[CH2:37][CH2:36][CH2:35][CH2:34]4)(=[O:32])=[O:31])[C:27]([O:38][CH3:39])=[CH:26][C:25]=3[O:40][CH2:41][CH3:42])=[N:9]2)=[CH:4][CH:3]=1.Cl.Cl.[CH3:46][S:47]([CH2:50][CH2:51][CH2:52][N:53]1[CH2:58][CH2:57][NH:56][CH2:55][CH2:54]1)(=[O:49])=[O:48], predict the reaction product. The product is: [Cl:1][C:2]1[CH:3]=[CH:4][C:5]([C@@:8]2([CH3:43])[C@:12]([C:14]3[CH:15]=[CH:16][C:17]([Cl:20])=[CH:18][CH:19]=3)([CH3:13])[N:11]([C:21]([N:56]3[CH2:55][CH2:54][N:53]([CH2:52][CH2:51][CH2:50][S:47]([CH3:46])(=[O:48])=[O:49])[CH2:58][CH2:57]3)=[O:22])[C:10]([C:24]3[CH:29]=[C:28]([S:30]([N:33]4[CH2:37][CH2:36][CH2:35][CH2:34]4)(=[O:32])=[O:31])[C:27]([O:38][CH3:39])=[CH:26][C:25]=3[O:40][CH2:41][CH3:42])=[N:9]2)=[CH:6][CH:7]=1. (8) Given the reactants [Na+].[I-].CN(C=O)C.Cl.Cl.[CH2:10]1[NH:15][CH2:14][CH2:13][N:12]2[CH2:16][CH2:17][CH2:18][CH2:19][CH:11]12.Cl[C:21]([O:23][CH2:24][C:25]1[CH:30]=[CH:29][CH:28]=[CH:27][CH:26]=1)=[O:22], predict the reaction product. The product is: [CH2:10]1[N:15]([C:21]([O:23][CH2:24][C:25]2[CH:30]=[CH:29][CH:28]=[CH:27][CH:26]=2)=[O:22])[CH2:14][CH2:13][N:12]2[CH2:16][CH2:17][CH2:18][CH2:19][CH:11]12. (9) Given the reactants [O:1]=[C:2]1[C:11]2[C:6](=[CH:7][CH:8]=[CH:9][CH:10]=2)/[C:5](=[N:12]/[S:13]([C:16]2S[CH:18]=[CH:19][CH:20]=2)(=[O:15])=[O:14])/[CH:4]=[C:3]1[S:21][CH2:22][C:23]([O:25][CH2:26][CH3:27])=[O:24].[Cl:28][C:29]1C=CC(CS(N)(=O)=O)=[CH:31][CH:30]=1, predict the reaction product. The product is: [Cl:28][C:29]1[CH:18]=[CH:19][C:20]([CH2:16][S:13]([N:12]=[C:5]2[C:6]3[C:11](=[CH:10][CH:9]=[CH:8][CH:7]=3)[C:2](=[O:1])[C:3]([S:21][CH2:22][C:23]([O:25][CH2:26][CH3:27])=[O:24])=[CH:4]2)(=[O:14])=[O:15])=[CH:31][CH:30]=1.